Dataset: Reaction yield outcomes from USPTO patents with 853,638 reactions. Task: Predict the reaction yield, written as a fraction of the theoretical maximum amount of product (1.0 means a 100% yield; for example, 0.34 means a 34% yield). (1) The reactants are [Br:1][C:2]1[CH:16]=[C:15](/[CH:17]=[CH:18]/[CH:19]([C:24]2[CH:29]=[C:28]([Cl:30])[C:27]([Cl:31])=[C:26]([Cl:32])[CH:25]=2)[C:20]([F:23])([F:22])[F:21])[CH:14]=[CH:13][C:3]=1[C:4]([NH:6][CH:7]1[CH2:12][CH2:11][NH:10][CH2:9][CH2:8]1)=[O:5].[O:33]1[CH2:36][C:35](=O)[CH2:34]1.CC(O)=O.[BH3-]C#N.[Na+]. The catalyst is CO.CCOC(C)=O. The product is [Br:1][C:2]1[CH:16]=[C:15](/[CH:17]=[CH:18]/[CH:19]([C:24]2[CH:25]=[C:26]([Cl:32])[C:27]([Cl:31])=[C:28]([Cl:30])[CH:29]=2)[C:20]([F:23])([F:21])[F:22])[CH:14]=[CH:13][C:3]=1[C:4]([NH:6][CH:7]1[CH2:12][CH2:11][N:10]([CH:35]2[CH2:36][O:33][CH2:34]2)[CH2:9][CH2:8]1)=[O:5]. The yield is 0.230. (2) The reactants are [CH3:1][O:2][C:3](=[O:42])[C:4]1[CH:9]=[CH:8][C:7]([N:10]([CH2:12][CH2:13][C:14]2[C:22]3[C:17](=[CH:18][CH:19]=[C:20]([Cl:23])[CH:21]=3)[N:16]([CH:24]([C:31]3[CH:36]=[CH:35][CH:34]=[CH:33][CH:32]=3)[C:25]3[CH:30]=[CH:29][CH:28]=[CH:27][CH:26]=3)[C:15]=2[CH2:37][CH2:38][N:39]=[N+]=[N-])[CH3:11])=[CH:6][CH:5]=1.C(Cl)Cl. The catalyst is CO.[Pd]. The product is [CH3:1][O:2][C:3](=[O:42])[C:4]1[CH:5]=[CH:6][C:7]([N:10]([CH2:12][CH2:13][C:14]2[C:22]3[C:17](=[CH:18][CH:19]=[C:20]([Cl:23])[CH:21]=3)[N:16]([CH:24]([C:31]3[CH:32]=[CH:33][CH:34]=[CH:35][CH:36]=3)[C:25]3[CH:26]=[CH:27][CH:28]=[CH:29][CH:30]=3)[C:15]=2[CH2:37][CH2:38][NH2:39])[CH3:11])=[CH:8][CH:9]=1. The yield is 0.780.